From a dataset of Forward reaction prediction with 1.9M reactions from USPTO patents (1976-2016). Predict the product of the given reaction. (1) Given the reactants [CH3:1][C@:2]12[CH2:18][CH2:17][C@H:16]3[C@@H:7]([CH2:8][CH2:9][C:10]4[C@@H:15]3[CH2:14][CH2:13][C:12](=[O:19])[CH:11]=4)[C@@H:6]1[CH2:5][CH2:4][C:3]2=[O:20].C1(Cl)C(=O)C(Cl)=C(Cl)C(=O)C=1Cl.CCOC(C)=O.CCCCCC, predict the reaction product. The product is: [CH3:1][C@:2]12[CH2:18][CH2:17][C@H:16]3[C@@H:7]([CH:8]=[CH:9][C:10]4[C@@H:15]3[CH2:14][CH2:13][C:12](=[O:19])[CH:11]=4)[C@@H:6]1[CH2:5][CH2:4][C:3]2=[O:20]. (2) Given the reactants C[O:2][C:3]([C:5]1([C:25]2[CH:30]=[CH:29][C:28]([Cl:31])=[CH:27][CH:26]=2)[CH2:10][CH2:9][N:8]([C:11](=[O:24])[CH2:12][N:13]2[C:17]([CH3:18])=[C:16]([Cl:19])[C:15]([C:20]([F:23])([F:22])[F:21])=[N:14]2)[CH2:7][CH2:6]1)=[O:4].CCO.[OH-].[Na+], predict the reaction product. The product is: [Cl:19][C:16]1[C:15]([C:20]([F:23])([F:22])[F:21])=[N:14][N:13]([CH2:12][C:11]([N:8]2[CH2:7][CH2:6][C:5]([C:25]3[CH:26]=[CH:27][C:28]([Cl:31])=[CH:29][CH:30]=3)([C:3]([OH:4])=[O:2])[CH2:10][CH2:9]2)=[O:24])[C:17]=1[CH3:18]. (3) Given the reactants [H-].[Na+].[CH3:3][O:4][C:5]([C:7]1[CH:11]=[CH:10][NH:9][N:8]=1)=[O:6].[CH3:12][N:13]([CH3:18])[S:14](Cl)(=[O:16])=[O:15], predict the reaction product. The product is: [CH3:3][O:4][C:5]([C:7]1[CH:11]=[CH:10][N:9]([S:14](=[O:16])(=[O:15])[N:13]([CH3:18])[CH3:12])[N:8]=1)=[O:6]. (4) Given the reactants [Br:1]N1C(=O)CCC1=O.[C:9]([C:13]1[CH:18]=[CH:17][C:16]([CH3:19])=[C:15]([Cl:20])[CH:14]=1)([CH3:12])([CH3:11])[CH3:10], predict the reaction product. The product is: [Cl:20][C:15]1[CH:14]=[C:13]([C:9]([CH3:12])([CH3:11])[CH3:10])[CH:18]=[CH:17][C:16]=1[CH2:19][Br:1]. (5) Given the reactants [CH2:1]([O:8][C:9]1[C:10](=[O:29])[CH:11]=[C:12]([CH2:17][NH:18][S:19]([C:22]2[CH:27]=[CH:26][CH:25]=[CH:24][C:23]=2[Cl:28])(=[O:21])=[O:20])[O:13][C:14]=1[CH:15]=[O:16])[C:2]1[CH:7]=[CH:6][CH:5]=[CH:4][CH:3]=1.C1(S(C(N)C2OC(C(O)=O)=C(OCC3C=CC=CC=3)C(=O)C=2)(=O)=[O:37])C=CC=CC=1, predict the reaction product. The product is: [CH2:1]([O:8][C:9]1[C:10](=[O:29])[CH:11]=[C:12]([CH2:17][NH:18][S:19]([C:22]2[CH:27]=[CH:26][CH:25]=[CH:24][C:23]=2[Cl:28])(=[O:21])=[O:20])[O:13][C:14]=1[C:15]([OH:37])=[O:16])[C:2]1[CH:7]=[CH:6][CH:5]=[CH:4][CH:3]=1. (6) Given the reactants [CH3:1][O:2][C:3]1[CH:8]=[CH:7][C:6]([C:9]2[C:13]([CH3:14])=[C:12](O)[N:11]([CH3:16])[N:10]=2)=[CH:5][C:4]=1[CH3:17].P(Cl)(Cl)([Cl:20])=O, predict the reaction product. The product is: [Cl:20][C:12]1[N:11]([CH3:16])[N:10]=[C:9]([C:6]2[CH:7]=[CH:8][C:3]([O:2][CH3:1])=[C:4]([CH3:17])[CH:5]=2)[C:13]=1[CH3:14]. (7) Given the reactants Cl[C:2]1[C:3]([C:14]2[C:15]([NH2:21])=[N:16][CH:17]=[C:18]([F:20])[CH:19]=2)=[CH:4][C:5]([C:8]2[CH:9]=[N:10][CH:11]=[CH:12][CH:13]=2)=[N:6][CH:7]=1.[K].[O-]CCCC, predict the reaction product. The product is: [F:20][C:18]1[CH:19]=[C:14]2[C:3]3[C:2](=[CH:7][N:6]=[C:5]([C:8]4[CH:9]=[N:10][CH:11]=[CH:12][CH:13]=4)[CH:4]=3)[NH:21][C:15]2=[N:16][CH:17]=1.